Dataset: Catalyst prediction with 721,799 reactions and 888 catalyst types from USPTO. Task: Predict which catalyst facilitates the given reaction. Reactant: [Br:1][C:2]1[CH:3]=[CH:4][C:5]2[O:9][CH2:8][C:7]([CH3:11])([CH3:10])[C:6]=2[CH:12]=1.Cl[CH:14]([O:16]C(Cl)Cl)Cl.O. Product: [Br:1][C:2]1[CH:3]=[C:4]([CH:14]=[O:16])[C:5]2[O:9][CH2:8][C:7]([CH3:10])([CH3:11])[C:6]=2[CH:12]=1. The catalyst class is: 528.